From a dataset of Catalyst prediction with 721,799 reactions and 888 catalyst types from USPTO. Predict which catalyst facilitates the given reaction. Reactant: [OH:1][C:2]1[CH:3]=[C:4]([CH:7]=[CH:8][CH:9]=1)[CH:5]=[O:6].C(N(CC)CC)C.[CH3:17][C:18]([O:20][C:21]1[CH:22]=[CH:23][CH:24]=[CH:25][C:26]=1[C:27](O)=[O:28])=[O:19].C(Cl)(=O)C(Cl)=O.CN(C=O)C. Product: [C:18]([O:20][C:21]1[CH:22]=[CH:23][CH:24]=[CH:25][C:26]=1[C:27]([O:1][C:2]1[CH:9]=[CH:8][CH:7]=[C:4]([CH:5]=[O:6])[CH:3]=1)=[O:28])(=[O:19])[CH3:17]. The catalyst class is: 2.